From a dataset of Catalyst prediction with 721,799 reactions and 888 catalyst types from USPTO. Predict which catalyst facilitates the given reaction. (1) Reactant: C([Li])CCC.[CH3:6][O:7][C:8]1[C:13]([CH3:14])=[CH:12][CH:11]=[C:10]([CH2:15][C:16]2[CH:21]=[CH:20][C:19]([S:22][CH3:23])=[CH:18][CH:17]=2)[N:9]=1.CC1C=CC(S(O[CH2:35][CH:36]2[CH2:40][CH2:39][CH2:38][CH2:37]2)(=O)=O)=CC=1.O. Product: [CH:36]1([CH2:35][CH:15]([C:10]2[N:9]=[C:8]([O:7][CH3:6])[C:13]([CH3:14])=[CH:12][CH:11]=2)[C:16]2[CH:17]=[CH:18][C:19]([S:22][CH3:23])=[CH:20][CH:21]=2)[CH2:40][CH2:39][CH2:38][CH2:37]1. The catalyst class is: 392. (2) Reactant: [Cl:1][C:2]1[CH:7]=[CH:6][C:5]([C:8]2[S:9][C:10]([C:14](=[N:16][NH2:17])[CH3:15])=[C:11]([CH3:13])[N:12]=2)=[CH:4][CH:3]=1.[OH:18][C:19]1[C:26]([CH3:27])=[CH:25][C:22]([CH:23]=O)=[CH:21][C:20]=1[CH3:28]. Product: [Cl:1][C:2]1[CH:3]=[CH:4][C:5]([C:8]2[S:9][C:10]([C:14](=[N:16][N:17]=[CH:23][C:22]3[CH:25]=[C:26]([CH3:27])[C:19]([OH:18])=[C:20]([CH3:28])[CH:21]=3)[CH3:15])=[C:11]([CH3:13])[N:12]=2)=[CH:6][CH:7]=1. The catalyst class is: 8. (3) Reactant: [CH3:1][CH:2]([C@H:4]([OH:8])[C:5]([OH:7])=[O:6])[CH3:3].[CH2:9](O)[C:10]1[CH:15]=[CH:14][CH:13]=[CH:12][CH:11]=1.S(Cl)(Cl)=O. Product: [CH2:9]([O:6][C:5](=[O:7])[C@@H:4]([OH:8])[CH:2]([CH3:3])[CH3:1])[C:10]1[CH:15]=[CH:14][CH:13]=[CH:12][CH:11]=1. The catalyst class is: 11. (4) Reactant: [BH4-].[Na+].Cl.[CH3:4][N:5]([CH3:15])[CH2:6][CH2:7][C:8]([C:10]1[S:11][CH:12]=[CH:13][CH:14]=1)=[O:9].Cl. Product: [CH3:15][N:5]([CH3:4])[CH2:6][CH2:7][CH:8]([C:10]1[S:11][CH:12]=[CH:13][CH:14]=1)[OH:9]. The catalyst class is: 74. (5) Reactant: [CH3:1][Li].[Br:3][C:4]1[CH:15]=[CH:14][C:7]([C:8](N(OC)C)=[O:9])=[CH:6][C:5]=1[CH3:16]. Product: [Br:3][C:4]1[CH:15]=[CH:14][C:7]([C:8](=[O:9])[CH3:1])=[CH:6][C:5]=1[CH3:16]. The catalyst class is: 1. (6) Reactant: [Cl:1]C1C=C2C(=C(Cl)C=1)CN(C)CC2C1C=C(N)C=CC=1.[Cl:21][C:22]1[CH:23]=[C:24]2[C:29](=[C:30]([Cl:32])[CH:31]=1)[CH2:28][N:27]([CH3:33])[CH2:26][CH:25]2[C:34]1[CH:35]=[C:36]([NH:40][C:41](=[O:52])[C@H](O)[C@@H](O)[C@H](O)[C@H](O)CO)[CH:37]=[CH:38][CH:39]=1.ClC1C=C2C(=C(Cl)C=1)CN(C)CC2C1C=CC([C@@](O)([C@@H](O)[C@H](O)[C@H](O)CO)C(N)=O)=CC=1.ClC([O:88][C:89]1[CH:94]=[CH:93][C:92]([N+:95]([O-:97])=[O:96])=[CH:91][CH:90]=1)=O. Product: [ClH:1].[Cl:21][C:22]1[CH:23]=[C:24]2[C:29](=[C:30]([Cl:32])[CH:31]=1)[CH2:28][N:27]([CH3:33])[CH2:26][CH:25]2[C:34]1[CH:35]=[C:36]([NH:40][C:41](=[O:52])[O:88][C:89]2[CH:94]=[CH:93][C:92]([N+:95]([O-:97])=[O:96])=[CH:91][CH:90]=2)[CH:37]=[CH:38][CH:39]=1. The catalyst class is: 4.